From a dataset of Forward reaction prediction with 1.9M reactions from USPTO patents (1976-2016). Predict the product of the given reaction. (1) Given the reactants Cl[C:2]1[C:3]2[N:10]([CH3:11])[CH:9]=[CH:8][C:4]=2[N:5]=[CH:6][N:7]=1.[OH-:12].[Na+], predict the reaction product. The product is: [CH3:11][N:10]1[C:3]2[C:2]([OH:12])=[N:7][CH:6]=[N:5][C:4]=2[CH:8]=[CH:9]1. (2) Given the reactants [CH:1]1([N:4]([C:12]2[C:17]([CH3:18])=[C:16]([O:19][C:20]3[CH:25]=[CH:24][C:23]([S:26]([CH3:29])(=[O:28])=[O:27])=[CH:22][C:21]=3[F:30])[N:15]=[CH:14][N:13]=2)[CH2:5][CH:6]2[CH2:11][CH2:10][NH:9][CH2:8][CH2:7]2)[CH2:3][CH2:2]1.C(N(CC)CC)C.Cl[C:39]([O:41][CH:42]([CH3:44])[CH3:43])=[O:40], predict the reaction product. The product is: [CH:42]([O:41][C:39]([N:9]1[CH2:10][CH2:11][CH:6]([CH2:5][N:4]([CH:1]2[CH2:3][CH2:2]2)[C:12]2[C:17]([CH3:18])=[C:16]([O:19][C:20]3[CH:25]=[CH:24][C:23]([S:26]([CH3:29])(=[O:27])=[O:28])=[CH:22][C:21]=3[F:30])[N:15]=[CH:14][N:13]=2)[CH2:7][CH2:8]1)=[O:40])([CH3:44])[CH3:43]. (3) The product is: [CH3:1][O:2][C:3]1[CH:8]=[CH:7][CH:6]=[C:5]([O:9][CH3:10])[C:4]=1[CH:22]=[O:23]. Given the reactants [CH3:1][O:2][C:3]1[CH:8]=[CH:7][CH:6]=[C:5]([O:9][CH3:10])[CH:4]=1.CN(CCN(C)C)C.CN([CH:22]=[O:23])C, predict the reaction product.